From a dataset of Forward reaction prediction with 1.9M reactions from USPTO patents (1976-2016). Predict the product of the given reaction. (1) Given the reactants [F:1][C:2]([F:43])([F:42])[C:3]1[CH:4]=[C:5]([CH:35]=[C:36]([C:38]([F:41])([F:40])[F:39])[CH:37]=1)[CH2:6][N:7]([CH2:23][C:24]1[CH:29]=[C:28]([C:30]([F:33])([F:32])[F:31])[CH:27]=[CH:26][C:25]=1[OH:34])[C:8]1[N:13]=[CH:12][C:11]([O:14][CH2:15][CH2:16][CH2:17][C:18]([O:20][CH2:21][CH3:22])=[O:19])=[CH:10][N:9]=1.[Br:44]N1C(=O)CCC1=O, predict the reaction product. The product is: [F:43][C:2]([F:1])([F:42])[C:3]1[CH:4]=[C:5]([CH:35]=[C:36]([C:38]([F:39])([F:40])[F:41])[CH:37]=1)[CH2:6][N:7]([CH2:23][C:24]1[CH:29]=[C:28]([C:30]([F:33])([F:32])[F:31])[CH:27]=[C:26]([Br:44])[C:25]=1[OH:34])[C:8]1[N:9]=[CH:10][C:11]([O:14][CH2:15][CH2:16][CH2:17][C:18]([O:20][CH2:21][CH3:22])=[O:19])=[CH:12][N:13]=1. (2) Given the reactants [NH:1]1[C:5]2[CH:6]=[CH:7][C:8]([C:10]([N:12]3[CH2:17][CH2:16][CH2:15][CH:14]4[C:18]5[CH:19]=[C:20]([C:25]6[CH2:26][CH2:27][O:28][CH2:29][CH:30]=6)[CH:21]=[CH:22][C:23]=5[CH2:24][CH:13]34)=[O:11])=[CH:9][C:4]=2[N:3]=[CH:2]1, predict the reaction product. The product is: [NH:1]1[C:5]2[CH:6]=[CH:7][C:8]([C:10]([N:12]3[CH2:17][CH2:16][CH2:15][C@@H:14]4[C:18]5[CH:19]=[C:20]([CH:25]6[CH2:26][CH2:27][O:28][CH2:29][CH2:30]6)[CH:21]=[CH:22][C:23]=5[CH2:24][C@H:13]34)=[O:11])=[CH:9][C:4]=2[N:3]=[CH:2]1. (3) Given the reactants [NH2:1][C:2]1[CH:3]=[C:4]2[C:8](=[CH:9][CH:10]=1)[NH:7][CH:6]=[C:5]2[CH:11]1[CH2:16][CH2:15][CH:14]([N:17]([CH2:25][CH3:26])[C:18](=[O:24])[O:19][C:20]([CH3:23])([CH3:22])[CH3:21])[CH2:13][CH2:12]1.I.CS[C:30]([C:32]1[S:33][CH:34]=[CH:35][CH:36]=1)=[NH:31], predict the reaction product. The product is: [CH2:25]([N:17]([CH:14]1[CH2:13][CH2:12][CH:11]([C:5]2[C:4]3[C:8](=[CH:9][CH:10]=[C:2]([NH:1][C:30]([C:32]4[S:33][CH:34]=[CH:35][CH:36]=4)=[NH:31])[CH:3]=3)[NH:7][CH:6]=2)[CH2:16][CH2:15]1)[C:18](=[O:24])[O:19][C:20]([CH3:21])([CH3:22])[CH3:23])[CH3:26]. (4) Given the reactants [F:1][C:2]1[CH:7]=[C:6]([F:8])[CH:5]=[CH:4][C:3]=1[N:9]1[C:13]([C:14]2[S:23][C:22]3[C:21]4[N:24]=[C:25]([C:28]5[CH:29]=[N:30][C:31](F)=[CH:32][CH:33]=5)[CH:26]=[CH:27][C:20]=4[O:19][CH2:18][CH2:17][C:16]=3[CH:15]=2)=[N:12][CH:11]=[N:10]1.[NH:35]1[CH2:39][CH2:38][CH2:37][CH2:36]1.CCN(C(C)C)C(C)C, predict the reaction product. The product is: [F:1][C:2]1[CH:7]=[C:6]([F:8])[CH:5]=[CH:4][C:3]=1[N:9]1[C:13]([C:14]2[S:23][C:22]3[C:21]4[N:24]=[C:25]([C:28]5[CH:29]=[N:30][C:31]([N:35]6[CH2:39][CH2:38][CH2:37][CH2:36]6)=[CH:32][CH:33]=5)[CH:26]=[CH:27][C:20]=4[O:19][CH2:18][CH2:17][C:16]=3[CH:15]=2)=[N:12][CH:11]=[N:10]1. (5) Given the reactants [C:1]([C:3]1([CH2:8][O:9]S(C2C=CC(C)=CC=2)(=O)=O)[CH2:7][CH2:6][CH2:5][CH2:4]1)#[N:2].[Cl:20][C:21]1[CH:22]=[CH:23][C:24](O)=[C:25]([CH:28]=1)[CH:26]=[O:27].C([O-])([O-])=O.[K+].[K+].O, predict the reaction product. The product is: [Cl:20][C:21]1[CH:22]=[CH:23][C:24]([O:9][CH2:8][C:3]2([C:1]#[N:2])[CH2:4][CH2:5][CH2:6][CH2:7]2)=[C:25]([CH:26]=[O:27])[CH:28]=1. (6) Given the reactants [CH:1]1([C:7]2[C:8]3[CH:9]=[CH:10][C:11]([C:27]([O:29][CH3:30])=[O:28])=[CH:12][C:13]=3[N:14]3[CH2:21][CH2:20][NH:19][CH2:18][C:17]4[CH:22]=[C:23]([F:26])[CH:24]=[CH:25][C:16]=4[C:15]=23)[CH2:6][CH2:5][CH2:4][CH2:3][CH2:2]1.CCN(C(C)C)C(C)C.[CH3:40][N:41]([CH3:46])[CH2:42][C:43](O)=[O:44].CN(C(ON1N=NC2C=CC=NC1=2)=[N+](C)C)C.F[P-](F)(F)(F)(F)F, predict the reaction product. The product is: [CH:1]1([C:7]2[C:8]3[CH:9]=[CH:10][C:11]([C:27]([O:29][CH3:30])=[O:28])=[CH:12][C:13]=3[N:14]3[CH2:21][CH2:20][N:19]([C:43](=[O:44])[CH2:42][N:41]([CH3:46])[CH3:40])[CH2:18][C:17]4[CH:22]=[C:23]([F:26])[CH:24]=[CH:25][C:16]=4[C:15]=23)[CH2:2][CH2:3][CH2:4][CH2:5][CH2:6]1. (7) Given the reactants S(=O)(=O)(O)O.C(O)(=[O:8])C.[F:10][C:11]1[CH:16]=[CH:15][CH:14]=[CH:13][C:12]=1[C:17]([C:26]1[CH:31]=[CH:30][C:29]([F:32])=[CH:28][CH:27]=1)([C:20]1[CH:25]=[CH:24][CH:23]=[CH:22][CH:21]=1)[C:18]#[N:19].[OH-].[NH4+], predict the reaction product. The product is: [F:10][C:11]1[CH:16]=[CH:15][CH:14]=[CH:13][C:12]=1[C:17]([C:26]1[CH:27]=[CH:28][C:29]([F:32])=[CH:30][CH:31]=1)([C:20]1[CH:25]=[CH:24][CH:23]=[CH:22][CH:21]=1)[C:18]([NH2:19])=[O:8]. (8) Given the reactants [OH:1][C@H:2]([C:17]1[S:18][C:19]([C:22]2[CH:27]=[CH:26][CH:25]=[CH:24][CH:23]=2)=[CH:20][CH:21]=1)[C@@H:3]1[N:7]([CH3:8])[C:6](=[O:9])[CH2:5][C@@H:4]1[C:10]1[CH:15]=[CH:14][C:13](I)=[CH:12][CH:11]=1.[F:28][C:29]1[CH:34]=[CH:33][C:32](B(O)O)=[CH:31][CH:30]=1.COCCOC.C([O-])([O-])=O.[Na+].[Na+], predict the reaction product. The product is: [OH:1][C@H:2]([C:17]1[S:18][C:19]([C:22]2[CH:27]=[CH:26][CH:25]=[CH:24][CH:23]=2)=[CH:20][CH:21]=1)[C@@H:3]1[N:7]([CH3:8])[C:6](=[O:9])[CH2:5][C@@H:4]1[C:10]1[CH:15]=[CH:14][C:13]([C:32]2[CH:33]=[CH:34][C:29]([F:28])=[CH:30][CH:31]=2)=[CH:12][CH:11]=1. (9) Given the reactants C1(P(C2CCCCC2)C2C=CC=CC=2C2C(C(C)C)=CC(C(C)C)=CC=2C(C)C)CCCCC1.[CH3:35][O:36][C:37]1[N:42]=[CH:41][C:40]([C:43]2[CH:44]=[N:45][C:46]([N:50]3[CH2:55][CH2:54][O:53][CH2:52][CH2:51]3)=[CH:47][C:48]=2[NH2:49])=[CH:39][CH:38]=1.Cl[C:57]1[C:66]2[C:61](=[CH:62][C:63]([F:68])=[CH:64][C:65]=2[F:67])[N:60]=[C:59]([C:69]2[CH:70]=[N:71][CH:72]=[C:73]([O:75][CH3:76])[CH:74]=2)[C:58]=1[CH3:77].CC(C)([O-])C.[Na+], predict the reaction product. The product is: [F:67][C:65]1[CH:64]=[C:63]([F:68])[CH:62]=[C:61]2[C:66]=1[C:57]([NH:49][C:48]1[CH:47]=[C:46]([N:50]3[CH2:55][CH2:54][O:53][CH2:52][CH2:51]3)[N:45]=[CH:44][C:43]=1[C:40]1[CH:41]=[N:42][C:37]([O:36][CH3:35])=[CH:38][CH:39]=1)=[C:58]([CH3:77])[C:59]([C:69]1[CH:70]=[N:71][CH:72]=[C:73]([O:75][CH3:76])[CH:74]=1)=[N:60]2. (10) Given the reactants [Zn:1].C[Si](Cl)(C)C.BrCCBr.[C:11]([O:15][C:16]([N:18]1[CH2:21][CH:20]([I:22])[CH2:19]1)=[O:17])([CH3:14])([CH3:13])[CH3:12], predict the reaction product. The product is: [I-:22].[C:11]([O:15][C:16]([N:18]1[CH2:21][CH:20]([Zn+:1])[CH2:19]1)=[O:17])([CH3:14])([CH3:13])[CH3:12].